This data is from Peptide-MHC class II binding affinity with 134,281 pairs from IEDB. The task is: Regression. Given a peptide amino acid sequence and an MHC pseudo amino acid sequence, predict their binding affinity value. This is MHC class II binding data. (1) The peptide sequence is SKLHLISLLSLLVIW. The MHC is H-2-IAb with pseudo-sequence H-2-IAb. The binding affinity (normalized) is 0.0608. (2) The peptide sequence is TIRVLALGNQEGSLK. The MHC is DRB5_0101 with pseudo-sequence DRB5_0101. The binding affinity (normalized) is 0.477. (3) The peptide sequence is TDAATHNPWASQKH. The MHC is DRB4_0101 with pseudo-sequence DRB4_0103. The binding affinity (normalized) is 0.501.